This data is from Forward reaction prediction with 1.9M reactions from USPTO patents (1976-2016). The task is: Predict the product of the given reaction. (1) The product is: [CH3:34][C:33]1([CH3:37])[CH2:35][O:36][CH:14]([CH:15]([CH3:16])[CH2:2][C:3]([C:5]2[CH:10]=[CH:9][C:8]([O:11][CH2:12][CH3:13])=[CH:7][CH:6]=2)=[O:4])[O:31][CH2:32]1. Given the reactants Br[CH2:2][C:3]([C:5]1[CH:10]=[CH:9][C:8]([O:11][CH2:12][CH3:13])=[CH:7][CH:6]=1)=[O:4].[CH3:14][CH:15](C)[CH2:16]N(C=CC)CC(C)C.CN(C)C=O.[OH:31][CH2:32][C:33]([CH3:37])([CH2:35][OH:36])[CH3:34], predict the reaction product. (2) Given the reactants [Br:1][C:2]1[CH:3]=[CH:4][C:5]([O:12][CH3:13])=[C:6]([C:8]([CH3:11])(O)[CH3:9])[CH:7]=1.[CH2:14]([O:16][C:17](=[O:25])[C:18]([O:20][Si](C)(C)C)=[CH2:19])[CH3:15].[Sn](Cl)(Cl)(Cl)Cl.C(=O)([O-])[O-].[K+].[K+], predict the reaction product. The product is: [CH2:14]([O:16][C:17](=[O:25])[C:18](=[O:19])[CH2:20][C:8]([C:6]1[CH:7]=[C:2]([Br:1])[CH:3]=[CH:4][C:5]=1[O:12][CH3:13])([CH3:11])[CH3:9])[CH3:15]. (3) Given the reactants Cl.Cl.[F:3][C:4]1[CH:5]=[CH:6][C:7]2[N:11]=[C:10]([C@@H:12]([NH2:14])[CH3:13])[N:9]([C:15]3[CH:20]=[CH:19][CH:18]=[CH:17][N:16]=3)[C:8]=2[C:21]=1[CH3:22].Cl[C:24]1[N:32]=[CH:31][N:30]=[C:29]2[C:25]=1[N:26]=[CH:27][N:28]2C1CCCCO1.CCN(C(C)C)C(C)C, predict the reaction product. The product is: [F:3][C:4]1[CH:5]=[CH:6][C:7]2[N:11]=[C:10]([C@@H:12]([NH:14][C:24]3[N:32]=[CH:31][N:30]=[C:29]4[C:25]=3[N:26]=[CH:27][NH:28]4)[CH3:13])[N:9]([C:15]3[CH:20]=[CH:19][CH:18]=[CH:17][N:16]=3)[C:8]=2[C:21]=1[CH3:22]. (4) Given the reactants C(N(CC)CC)C.[Cl:8][C:9]1[CH:10]=[C:11]([CH2:15][O:16][C:17]2[CH:18]=[CH:19][C:20]([CH3:26])=[C:21]([CH:25]=2)[C:22](Cl)=[O:23])[CH:12]=[CH:13][CH:14]=1.[CH2:27]([O:29][C:30](=[O:40])[CH2:31][C:32]1[CH:37]=[CH:36][C:35]([NH2:38])=[C:34]([CH3:39])[CH:33]=1)[CH3:28], predict the reaction product. The product is: [CH2:27]([O:29][C:30](=[O:40])[CH2:31][C:32]1[CH:37]=[CH:36][C:35]([NH:38][C:22]([C:21]2[CH:25]=[C:17]([O:16][CH2:15][C:11]3[CH:12]=[CH:13][CH:14]=[C:9]([Cl:8])[CH:10]=3)[CH:18]=[CH:19][C:20]=2[CH3:26])=[O:23])=[C:34]([CH3:39])[CH:33]=1)[CH3:28].